From a dataset of Full USPTO retrosynthesis dataset with 1.9M reactions from patents (1976-2016). Predict the reactants needed to synthesize the given product. (1) Given the product [O:14]1[CH2:15][CH2:16][CH2:17][CH2:18][CH:13]1[N:12]1[C:6]2[C:7](=[N:8][CH:9]=[C:4]([NH2:1])[CH:5]=2)[CH:10]=[N:11]1, predict the reactants needed to synthesize it. The reactants are: [N+:1]([C:4]1[CH:5]=[C:6]2[N:12]([CH:13]3[CH2:18][CH2:17][CH2:16][CH2:15][O:14]3)[N:11]=[CH:10][C:7]2=[N:8][CH:9]=1)([O-])=O.[N+](C1C=C2NN=CC2=NC=1)([O-])=O.O1C=CCCC1.CS(O)(=O)=O.C(=O)(O)[O-].[Na+]. (2) Given the product [C:1]([O:5][C:6]([N:8]1[CH2:12][C@@H:11]([CH2:13][N:14]([CH:31]([CH3:32])[CH3:33])[C:15](=[O:30])[C:16]2[CH:21]=[CH:20][C:19]([O:22][CH3:23])=[C:18]([O:24][CH2:25][CH2:26][CH2:27][O:28][CH3:29])[CH:17]=2)[C@H:10]([NH:34][C:43]([NH:42][CH2:35][C:36]2[CH:41]=[CH:40][CH:39]=[CH:38][CH:37]=2)=[O:44])[CH2:9]1)=[O:7])([CH3:3])([CH3:4])[CH3:2], predict the reactants needed to synthesize it. The reactants are: [C:1]([O:5][C:6]([N:8]1[CH2:12][C@@H:11]([CH2:13][N:14]([CH:31]([CH3:33])[CH3:32])[C:15](=[O:30])[C:16]2[CH:21]=[CH:20][C:19]([O:22][CH3:23])=[C:18]([O:24][CH2:25][CH2:26][CH2:27][O:28][CH3:29])[CH:17]=2)[C@H:10]([NH2:34])[CH2:9]1)=[O:7])([CH3:4])([CH3:3])[CH3:2].[CH2:35]([N:42]=[C:43]=[O:44])[C:36]1[CH:41]=[CH:40][CH:39]=[CH:38][CH:37]=1. (3) Given the product [F:1][C:2]1[CH:3]=[CH:4][C:5]([NH:8][C:9]([C:11]2[C:16]([NH:17][C:18]3[CH:19]=[N:20][CH:21]=[CH:22][C:23]=3[CH3:26])=[CH:15][CH:14]=[C:13]([CH3:24])[N:12]=2)=[O:10])=[N:6][CH:7]=1, predict the reactants needed to synthesize it. The reactants are: [F:1][C:2]1[CH:3]=[CH:4][C:5]([NH:8][C:9]([C:11]2[C:16]([NH:17][C:18]3[CH:19]=[N:20][CH:21]=[CH:22][CH:23]=3)=[CH:15][CH:14]=[C:13]([CH3:24])[N:12]=2)=[O:10])=[N:6][CH:7]=1.Br[C:26]1C=NC=CC=1C. (4) Given the product [Cl:21][CH2:20][CH2:19][CH2:18][N:11]1[CH2:12][C@H:13]2[C@:9]([C:6]3[CH:5]=[CH:4][C:3]([C:2]([F:1])([F:15])[F:16])=[CH:8][CH:7]=3)([CH2:14]2)[CH2:10]1, predict the reactants needed to synthesize it. The reactants are: [F:1][C:2]([F:16])([F:15])[C:3]1[CH:8]=[CH:7][C:6]([C@:9]23[CH2:14][C@H:13]2[CH2:12][NH:11][CH2:10]3)=[CH:5][CH:4]=1.Br[CH2:18][CH2:19][CH2:20][Cl:21]. (5) Given the product [C:33]([OH:29])(=[O:16])[CH3:32].[Br:6][C:7]1[CH:8]=[C:9]([C:13]2([CH:1]3[CH2:3][CH2:2]3)[C:21]3[C:22](=[CH:23][CH:24]=[CH:25][CH:26]=3)[C:27]([NH2:28])=[N:14]2)[CH:10]=[CH:11][CH:12]=1, predict the reactants needed to synthesize it. The reactants are: [CH:1]1([Mg]Br)[CH2:3][CH2:2]1.[Br:6][C:7]1[CH:8]=[C:9]([C:13]([C:21]2[CH:26]=[CH:25][CH:24]=[CH:23][C:22]=2[C:27]#[N:28])=[N:14]S(C(C)(C)C)=[O:16])[CH:10]=[CH:11][CH:12]=1.[O:29]1[CH2:33][CH2:32]CC1. (6) Given the product [CH2:29]([O:28][CH2:27][CH:17]([NH:16][C:2]1[C:11]([C:12]([OH:14])=[O:13])=[CH:10][C:9]2[C:4](=[CH:5][CH:6]=[C:7]([Cl:15])[CH:8]=2)[N:3]=1)[C:18](=[O:19])[NH:20][C:21]1[CH:26]=[CH:25][CH:24]=[CH:23][CH:22]=1)[C:30]1[CH:31]=[CH:32][CH:33]=[CH:34][CH:35]=1, predict the reactants needed to synthesize it. The reactants are: Cl[C:2]1[C:11]([C:12]([OH:14])=[O:13])=[CH:10][C:9]2[C:4](=[CH:5][CH:6]=[C:7]([Cl:15])[CH:8]=2)[N:3]=1.[NH2:16][CH:17]([CH2:27][O:28][CH2:29][C:30]1[CH:35]=[CH:34][CH:33]=[CH:32][CH:31]=1)[C:18]([NH:20][C:21]1[CH:26]=[CH:25][CH:24]=[CH:23][CH:22]=1)=[O:19].C(N[C@H](C(O)=O)COCC1C=CC=CC=1)(OC(C)(C)C)=O.NC1C=CC=CC=1.ON1C2C=CC=CC=2N=N1.C(O)(C(F)(F)F)=O. (7) Given the product [C:1]([O:4][C@H:5]1[C@H:10]([O:11][C:12](=[O:14])[CH3:13])[C@@H:9]([O:15][C:16](=[O:18])[CH3:17])[C@H:8]([C:19]2[CH:24]=[CH:23][C:22]([Cl:25])=[C:21]([CH2:26][C:27]3[CH:28]=[CH:29][C:30]([O:33][CH2:40][CH2:41][O:42][Si:43]([C:46]([CH3:49])([CH3:48])[CH3:47])([CH3:45])[CH3:44])=[CH:31][CH:32]=3)[CH:20]=2)[O:7][C@@H:6]1[CH2:34][O:35][C:36](=[O:38])[CH3:37])(=[O:3])[CH3:2], predict the reactants needed to synthesize it. The reactants are: [C:1]([O:4][C@H:5]1[C@H:10]([O:11][C:12](=[O:14])[CH3:13])[C@@H:9]([O:15][C:16](=[O:18])[CH3:17])[C@H:8]([C:19]2[CH:24]=[CH:23][C:22]([Cl:25])=[C:21]([CH2:26][C:27]3[CH:32]=[CH:31][C:30]([OH:33])=[CH:29][CH:28]=3)[CH:20]=2)[O:7][C@@H:6]1[CH2:34][O:35][C:36](=[O:38])[CH3:37])(=[O:3])[CH3:2].Br[CH2:40][CH2:41][O:42][Si:43]([C:46]([CH3:49])([CH3:48])[CH3:47])([CH3:45])[CH3:44].C(=O)([O-])[O-].[Cs+].[Cs+].